This data is from Full USPTO retrosynthesis dataset with 1.9M reactions from patents (1976-2016). The task is: Predict the reactants needed to synthesize the given product. Given the product [CH3:10][O:9][C:7]([C:4]1[S:3][C:2]([N:11]2[CH2:16][CH2:15][NH:14][CH2:13][CH2:12]2)=[N:6][CH:5]=1)=[O:8], predict the reactants needed to synthesize it. The reactants are: Br[C:2]1[S:3][C:4]([C:7]([O:9][CH3:10])=[O:8])=[CH:5][N:6]=1.[NH:11]1[CH2:16][CH2:15][NH:14][CH2:13][CH2:12]1.C(=O)([O-])[O-].[K+].[K+].